The task is: Predict the product of the given reaction.. This data is from Forward reaction prediction with 1.9M reactions from USPTO patents (1976-2016). (1) Given the reactants [OH:1][N:2]=[C:3](Cl)[C:4]1[CH:9]=[CH:8][CH:7]=[N:6][CH:5]=1.[C:11]([C:13]1[CH:18]=[CH:17][C:16]([O:19][C:20]([F:23])([F:22])[F:21])=[C:15]([F:24])[CH:14]=1)#[CH:12].N, predict the reaction product. The product is: [F:24][C:15]1[CH:14]=[C:13]([C:11]2[O:1][N:2]=[C:3]([C:4]3[CH:5]=[N:6][CH:7]=[CH:8][CH:9]=3)[CH:12]=2)[CH:18]=[CH:17][C:16]=1[O:19][C:20]([F:21])([F:22])[F:23]. (2) Given the reactants F[B-](F)(F)F.N1(OC(N(C)C)=[N+](C)C)[C:10]2[CH:11]=[CH:12][CH:13]=[CH:14][C:9]=2N=N1.O.ON1[C:29]2C=CC=[CH:33][C:28]=2N=N1.C(N(C(C)C)C(C)C)C, predict the reaction product. The product is: [CH2:29]1[C:10]2[C:9](=[CH:14][CH:13]=[CH:12][CH:11]=2)[CH2:33][CH2:28]1. (3) Given the reactants ClC1C=CC([O:6][CH2:7][C:8]([OH:10])=[O:9])=CC=1.[Cl:13][C:14]1[CH:21]=[CH:20][C:17]([CH2:18]Br)=[CH:16][CH:15]=1, predict the reaction product. The product is: [Cl:13][C:14]1[CH:21]=[CH:20][C:17]([CH2:18][O:6][CH2:7][C:8]([OH:10])=[O:9])=[CH:16][CH:15]=1. (4) Given the reactants [CH2:1]1[C:9]2[CH:8]=[C:7]([CH2:10][OH:11])[N:6]=[CH:5][C:4]=2[CH2:3][O:2]1, predict the reaction product. The product is: [CH2:1]1[C:9]2[CH:8]=[C:7]([CH:10]=[O:11])[N:6]=[CH:5][C:4]=2[CH2:3][O:2]1.